Dataset: Reaction yield outcomes from USPTO patents with 853,638 reactions. Task: Predict the reaction yield, written as a fraction of the theoretical maximum amount of product (1.0 means a 100% yield; for example, 0.34 means a 34% yield). (1) The reactants are [Cl:1][C:2]1[CH:12]=[CH:11][C:5]2[NH:6][C:7](=[O:10])[CH2:8][O:9][C:4]=2[CH:3]=1.[C:13](O[C:13]([O:15][C:16]([CH3:19])([CH3:18])[CH3:17])=[O:14])([O:15][C:16]([CH3:19])([CH3:18])[CH3:17])=[O:14].CCOC(C)=O. The catalyst is CN(C1C=CN=CC=1)C.C1COCC1. The product is [Cl:1][C:2]1[CH:12]=[CH:11][C:5]2[N:6]([C:13]([O:15][C:16]([CH3:19])([CH3:18])[CH3:17])=[O:14])[C:7](=[O:10])[CH2:8][O:9][C:4]=2[CH:3]=1. The yield is 1.06. (2) The reactants are CN(C=O)C.[NH:6]1[C:14]2[C:9](=[CH:10][CH:11]=[CH:12][CH:13]=2)[CH:8]=[C:7]1/[CH:15]=[CH:16]/[C:17]([O:19][CH2:20][CH3:21])=[O:18].Br[CH2:23][C:24]([O:26][C:27]([CH3:30])([CH3:29])[CH3:28])=[O:25].C([O-])([O-])=O.[Cs+].[Cs+]. The catalyst is CC(C)=O. The product is [C:27]([O:26][C:24](=[O:25])[CH2:23][N:6]1[C:14]2[C:9](=[CH:10][CH:11]=[CH:12][CH:13]=2)[CH:8]=[C:7]1/[CH:15]=[CH:16]/[C:17]([O:19][CH2:20][CH3:21])=[O:18])([CH3:30])([CH3:29])[CH3:28]. The yield is 0.980. (3) The reactants are [H-].[Na+].[F:3][C:4]([F:15])([F:14])[CH:5]([C:7]1[CH:12]=[CH:11][C:10]([F:13])=[CH:9][CH:8]=1)[OH:6].[F:16][C:17]([F:23])([F:22])[S:18](Cl)(=[O:20])=[O:19]. The catalyst is CCOCC. The product is [F:15][C:4]([F:3])([F:14])[CH:5]([O:6][S:18]([C:17]([F:23])([F:22])[F:16])(=[O:20])=[O:19])[C:7]1[CH:8]=[CH:9][C:10]([F:13])=[CH:11][CH:12]=1. The yield is 0.900. (4) The reactants are O=P12OP3(OP(OP(O3)(O1)=O)(=O)O2)=O.[S:15]1[CH:19]=[CH:18][C:17]([CH2:20][CH2:21][C:22]([OH:24])=O)=[CH:16]1. The catalyst is CS(O)(=O)=O. The product is [S:15]1[CH:19]=[CH:18][C:17]2[CH2:20][CH2:21][C:22](=[O:24])[C:16]1=2. The yield is 0.300. (5) The reactants are [O:1]1[CH:5]=[CH:4][CH:3]=[C:2]1[C:6]1[CH:11]=[CH:10][N:9]=[C:8]([NH2:12])[N:7]=1.[Br:13]N1C(=O)CCC1=O. The catalyst is CN(C)C=O.C(=O)(O)[O-].[Na+]. The product is [Br:13][C:11]1[C:6]([C:2]2[O:1][CH:5]=[CH:4][CH:3]=2)=[N:7][C:8]([NH2:12])=[N:9][CH:10]=1. The yield is 0.840. (6) The reactants are [CH3:1][C:2]([Si:5]([CH3:23])([CH3:22])[O:6][CH:7]1[CH2:21][CH2:20][C:10]2([CH2:14][NH:13][CH:12]([C:15]([O:17][CH2:18][CH3:19])=[O:16])[CH2:11]2)[CH2:9][CH2:8]1)([CH3:4])[CH3:3].C(N(CC)CC)C.[CH:31]1[CH:36]=[CH:35][C:34]([CH2:37][O:38][C:39](Cl)=[O:40])=[CH:33][CH:32]=1. The catalyst is C(Cl)Cl. The product is [CH3:1][C:2]([Si:5]([CH3:23])([CH3:22])[O:6][CH:7]1[CH2:21][CH2:20][C:10]2([CH2:14][N:13]([C:39]([O:38][CH2:37][C:34]3[CH:35]=[CH:36][CH:31]=[CH:32][CH:33]=3)=[O:40])[CH:12]([C:15]([O:17][CH2:18][CH3:19])=[O:16])[CH2:11]2)[CH2:9][CH2:8]1)([CH3:3])[CH3:4]. The yield is 0.390. (7) The reactants are [Cl:1][C:2]1[C:7]([C:8](O)=[O:9])=[CH:6][N:5]=[C:4]2[N:11]([CH2:14][O:15][CH2:16][CH2:17][Si:18]([CH3:21])([CH3:20])[CH3:19])[CH:12]=[CH:13][C:3]=12.[NH3:22].CO.[Cl-].[Na+]. The catalyst is S(Cl)(Cl)=O.C1(C)C=CC=CC=1. The product is [Cl:1][C:2]1[C:7]([C:8]([NH2:22])=[O:9])=[CH:6][N:5]=[C:4]2[N:11]([CH2:14][O:15][CH2:16][CH2:17][Si:18]([CH3:21])([CH3:20])[CH3:19])[CH:12]=[CH:13][C:3]=12. The yield is 0.960.